This data is from Peptide-MHC class II binding affinity with 134,281 pairs from IEDB. The task is: Regression. Given a peptide amino acid sequence and an MHC pseudo amino acid sequence, predict their binding affinity value. This is MHC class II binding data. The peptide sequence is TLWQRPLVTIKIGGQLREAL. The MHC is HLA-DQA10501-DQB10201 with pseudo-sequence HLA-DQA10501-DQB10201. The binding affinity (normalized) is 0.123.